Dataset: NCI-60 drug combinations with 297,098 pairs across 59 cell lines. Task: Regression. Given two drug SMILES strings and cell line genomic features, predict the synergy score measuring deviation from expected non-interaction effect. (1) Drug 1: CC(C1=C(C=CC(=C1Cl)F)Cl)OC2=C(N=CC(=C2)C3=CN(N=C3)C4CCNCC4)N. Drug 2: C1=CN(C=N1)CC(O)(P(=O)(O)O)P(=O)(O)O. Cell line: OVCAR3. Synergy scores: CSS=0.678, Synergy_ZIP=-0.300, Synergy_Bliss=-2.97, Synergy_Loewe=-5.17, Synergy_HSA=-5.42. (2) Drug 1: CC1C(C(=O)NC(C(=O)N2CCCC2C(=O)N(CC(=O)N(C(C(=O)O1)C(C)C)C)C)C(C)C)NC(=O)C3=C4C(=C(C=C3)C)OC5=C(C(=O)C(=C(C5=N4)C(=O)NC6C(OC(=O)C(N(C(=O)CN(C(=O)C7CCCN7C(=O)C(NC6=O)C(C)C)C)C)C(C)C)C)N)C. Drug 2: C#CCC(CC1=CN=C2C(=N1)C(=NC(=N2)N)N)C3=CC=C(C=C3)C(=O)NC(CCC(=O)O)C(=O)O. Cell line: MDA-MB-231. Synergy scores: CSS=-6.04, Synergy_ZIP=-0.191, Synergy_Bliss=-3.81, Synergy_Loewe=-6.01, Synergy_HSA=-7.33. (3) Drug 1: CC1=C(C=C(C=C1)C(=O)NC2=CC(=CC(=C2)C(F)(F)F)N3C=C(N=C3)C)NC4=NC=CC(=N4)C5=CN=CC=C5. Drug 2: CCCCC(=O)OCC(=O)C1(CC(C2=C(C1)C(=C3C(=C2O)C(=O)C4=C(C3=O)C=CC=C4OC)O)OC5CC(C(C(O5)C)O)NC(=O)C(F)(F)F)O. Cell line: NCI-H522. Synergy scores: CSS=51.4, Synergy_ZIP=1.96, Synergy_Bliss=2.43, Synergy_Loewe=-2.45, Synergy_HSA=0.704. (4) Drug 1: CN(CC1=CN=C2C(=N1)C(=NC(=N2)N)N)C3=CC=C(C=C3)C(=O)NC(CCC(=O)O)C(=O)O. Drug 2: CC1=C(C(=O)C2=C(C1=O)N3CC4C(C3(C2COC(=O)N)OC)N4)N. Cell line: SF-295. Synergy scores: CSS=57.4, Synergy_ZIP=7.56, Synergy_Bliss=6.54, Synergy_Loewe=-4.76, Synergy_HSA=5.89. (5) Drug 1: CC1CC2CCC3C(=C)CC(O3)CCC45CC6C(O4)C7C(O6)C(O5)C8C(O7)CCC(O8)CC(=O)CC9C(CC(C1=C)O2)OC(C9OC)CC(CN)O.CS(=O)(=O)O. Drug 2: CC1C(C(CC(O1)OC2CC(CC3=C2C(=C4C(=C3O)C(=O)C5=C(C4=O)C(=CC=C5)OC)O)(C(=O)CO)O)N)O.Cl. Cell line: KM12. Synergy scores: CSS=38.3, Synergy_ZIP=-6.06, Synergy_Bliss=-9.61, Synergy_Loewe=-4.06, Synergy_HSA=-3.24.